From a dataset of Catalyst prediction with 721,799 reactions and 888 catalyst types from USPTO. Predict which catalyst facilitates the given reaction. (1) Reactant: [CH2:1]([O:3][C:4]([CH:6]1[CH2:11][N:10]2[C:12]([CH3:16])=[C:13]([CH3:15])[N:14]=[C:9]2[C:8](=[O:17])[CH2:7]1)=[O:5])[CH3:2].C(OC1C2N(C(C)=C(C)N=2)C=C(C(OCC)=O)C=1)C1C=CC=CC=1. Product: [CH2:1]([O:3][C:4]([CH:6]1[CH2:11][N:10]2[C:12]([CH3:16])=[C:13]([CH3:15])[N:14]=[C:9]2[CH:8]([OH:17])[CH2:7]1)=[O:5])[CH3:2]. The catalyst class is: 29. (2) Reactant: [O:1]1[C:5]2([CH2:10][CH2:9][C:8](=O)[CH2:7][CH2:6]2)[O:4][CH2:3][CH2:2]1.[I-].C[S+](C)(C)=O.C[C:19](C)([O-:21])C.[K+]. Product: [O:21]1[C:2]2([CH2:9][CH2:8][CH2:7][CH2:6][C:5]3([O:1][CH2:10]3)[O:4][CH2:3]2)[CH2:19]1. The catalyst class is: 16. (3) Reactant: Cl.Cl.[F:3][C:4]([F:17])([F:16])[CH2:5][O:6][C:7]1[CH:8]=[CH:9][C:10]([C@H:13]([NH2:15])[CH3:14])=[N:11][CH:12]=1.C([N:20]([CH2:23][CH3:24])[CH2:21][CH3:22])C.[CH2:25](Cl)[CH2:26]Cl.C1C=[CH:31][C:32]2N(O)N=N[C:33]=2[CH:34]=1.[C:39](=[O:42])(O)[O-].[Na+]. Product: [NH:20]1[C:21]2[C:22](=[CH:34][CH:33]=[CH:32][CH:31]=2)[C:24](/[CH:25]=[CH:26]/[C:39]([NH:15][C@@H:13]([C:10]2[CH:9]=[CH:8][C:7]([O:6][CH2:5][C:4]([F:3])([F:16])[F:17])=[CH:12][N:11]=2)[CH3:14])=[O:42])=[CH:23]1. The catalyst class is: 4.